The task is: Predict the product of the given reaction.. This data is from Forward reaction prediction with 1.9M reactions from USPTO patents (1976-2016). Given the reactants [NH2:1][C:2]1[CH:3]=[N:4][C:5]2[C:10]([C:11]=1[NH:12][CH2:13][CH2:14][CH2:15][CH2:16][NH:17][C:18](=[O:24])[O:19][C:20]([CH3:23])([CH3:22])[CH3:21])=[CH:9][CH:8]=[C:7]([O:25][CH2:26][C:27]1[CH:32]=[CH:31][CH:30]=[CH:29][CH:28]=1)[CH:6]=2.Cl.N1C=C[CH:37]=[CH:36][CH:35]=1.C(OC)(OC)(OC)CC, predict the reaction product. The product is: [CH2:26]([O:25][C:7]1[CH:8]=[CH:9][C:10]2[C:11]3[N:12]([CH2:13][CH2:14][CH2:15][CH2:16][NH:17][C:18](=[O:24])[O:19][C:20]([CH3:23])([CH3:22])[CH3:21])[C:35]([CH2:36][CH3:37])=[N:1][C:2]=3[CH:3]=[N:4][C:5]=2[CH:6]=1)[C:27]1[CH:28]=[CH:29][CH:30]=[CH:31][CH:32]=1.